From a dataset of Full USPTO retrosynthesis dataset with 1.9M reactions from patents (1976-2016). Predict the reactants needed to synthesize the given product. (1) Given the product [Cl:16][C:17]1[CH:18]=[C:19]([CH:20]=[CH:21][C:22]=1[Cl:23])[CH2:24][CH2:25][N:27]1[C:35]2[C:30](=[CH:31][C:32]([S:36]([NH2:39])(=[O:38])=[O:37])=[CH:33][CH:34]=2)[CH2:29][CH2:28]1, predict the reactants needed to synthesize it. The reactants are: C(N1C2C(=CC(S(N)(=O)=O)=CC=2)CC1)C.[Cl:16][C:17]1[CH:18]=[C:19]([CH2:24][C:25]([N:27]2[C:35]3[C:30](=[CH:31][C:32]([S:36]([NH2:39])(=[O:38])=[O:37])=[CH:33][CH:34]=3)[CH2:29][CH2:28]2)=O)[CH:20]=[CH:21][C:22]=1[Cl:23]. (2) The reactants are: [NH:1]1[C:9]2[C:4](=[CH:5][CH:6]=[CH:7][CH:8]=2)[C:3](/[CH:10]=[CH:11]/[C:12]([NH:14][C:15]2[CH:16]=[C:17]([CH:21]=[CH:22][CH:23]=2)[C:18]([OH:20])=O)=[O:13])=[N:2]1.[CH2:24]([N:31]1[CH2:36][CH2:35][NH:34][CH2:33][CH2:32]1)[C:25]1[CH:30]=[CH:29][CH:28]=[CH:27][CH:26]=1. Given the product [CH2:24]([N:31]1[CH2:36][CH2:35][N:34]([C:18]([C:17]2[CH:16]=[C:15]([NH:14][C:12](=[O:13])/[CH:11]=[CH:10]/[C:3]3[C:4]4[C:9](=[CH:8][CH:7]=[CH:6][CH:5]=4)[NH:1][N:2]=3)[CH:23]=[CH:22][CH:21]=2)=[O:20])[CH2:33][CH2:32]1)[C:25]1[CH:26]=[CH:27][CH:28]=[CH:29][CH:30]=1, predict the reactants needed to synthesize it. (3) The reactants are: Cl.CN(C)CCCN=C=NCC.[C:13]([OH:21])(=O)[CH2:14][CH2:15][CH2:16][CH2:17][CH2:18][CH3:19].[N+:22]([C:25]1[CH:26]=[C:27]([CH:31]=[CH:32][CH:33]=1)[CH2:28][CH2:29][NH2:30])([O-:24])=[O:23].C(Cl)Cl. Given the product [N+:22]([C:25]1[CH:26]=[C:27]([CH2:28][CH2:29][NH:30][C:13](=[O:21])[CH2:14][CH2:15][CH2:16][CH2:17][CH2:18][CH3:19])[CH:31]=[CH:32][CH:33]=1)([O-:24])=[O:23], predict the reactants needed to synthesize it. (4) Given the product [CH2:31]([N:33]([CH2:34][CH3:35])[CH2:6][CH2:7][C:8]1[O:9][C:10]2[CH:11]=[CH:13][C:14]([C:17]3[CH:22]=[CH:21][C:20]([C:23]([N:25]4[CH2:30][CH2:29][O:28][CH2:27][CH2:26]4)=[O:24])=[CH:19][CH:18]=3)=[CH:15][C:16]=2[CH:12]=1)[CH3:32], predict the reactants needed to synthesize it. The reactants are: CS(O[CH2:6][CH2:7][C:8]1[O:9][C:10]2[CH:16]=[CH:15][C:14]([C:17]3[CH:22]=[CH:21][C:20]([C:23]([N:25]4[CH2:30][CH2:29][O:28][CH2:27][CH2:26]4)=[O:24])=[CH:19][CH:18]=3)=[CH:13][C:11]=2[CH:12]=1)(=O)=O.[CH2:31]([NH:33][CH2:34][CH3:35])[CH3:32].